Dataset: Catalyst prediction with 721,799 reactions and 888 catalyst types from USPTO. Task: Predict which catalyst facilitates the given reaction. (1) Reactant: C[O:2][C:3]1[N:8]=[CH:7][C:6]([N:9]2[C:13](=[O:14])[CH2:12][CH2:11][C:10]2=[O:15])=[CH:5][CH:4]=1. Product: [OH:2][C:3]1[N:8]=[CH:7][C:6]([N:9]2[C:13](=[O:14])[CH2:12][CH2:11][C:10]2=[O:15])=[CH:5][CH:4]=1. The catalyst class is: 7. (2) Reactant: CC1C=CC(S(O)(=O)=O)=CC=1.[CH3:12][N:13]([CH2:15][CH:16]1[C:22]([C:24]2[CH:29]=[CH:28][CH:27]=[C:26]([OH:30])[CH:25]=2)(O)[CH2:21][CH:20]2[CH2:31][CH:17]1[CH2:18][CH2:19]2)[CH3:14].C([O-])([O-])=O.[K+].[K+]. Product: [CH3:14][N:13]([CH2:15][CH:16]1[CH:17]2[CH2:31][CH:20]([CH2:19][CH2:18]2)[CH:21]=[C:22]1[C:24]1[CH:25]=[C:26]([OH:30])[CH:27]=[CH:28][CH:29]=1)[CH3:12].[CH3:14][N:13]([CH2:15][C:16]1[CH:17]2[CH2:31][CH:20]([CH2:21][C:22]=1[C:24]1[CH:25]=[C:26]([OH:30])[CH:27]=[CH:28][CH:29]=1)[CH2:19][CH2:18]2)[CH3:12]. The catalyst class is: 11. (3) Reactant: Cl[C:2]1[CH:3]=[CH:4][C:5]2[N:6]([C:8]([C:11]3[CH:16]=[CH:15][CH:14]=[C:13]([O:17][C:18]([F:21])([F:20])[F:19])[CH:12]=3)=[CH:9][N:10]=2)[N:7]=1.Cl.[NH2:23][C@@H:24]1[CH2:29][CH2:28][C@H:27]([OH:30])[CH2:26][CH2:25]1.C([O-])(O)=O.[Na+]. Product: [F:19][C:18]([F:21])([F:20])[O:17][C:13]1[CH:12]=[C:11]([C:8]2[N:6]3[N:7]=[C:2]([NH:23][CH:24]4[CH2:29][CH2:28][CH:27]([OH:30])[CH2:26][CH2:25]4)[CH:3]=[CH:4][C:5]3=[N:10][CH:9]=2)[CH:16]=[CH:15][CH:14]=1. The catalyst class is: 37. (4) Product: [NH2:27][C:11]1[CH:12]=[C:13]([N:16]([CH3:26])[S:17]([C:20]2[CH:21]=[CH:22][CH:23]=[CH:24][CH:25]=2)(=[O:19])=[O:18])[CH:14]=[CH:15][C:10]=1[NH:9][CH2:8][CH2:7][CH:1]1[CH2:6][CH2:5][CH2:4][CH2:3][CH2:2]1. Reactant: [CH:1]1([CH2:7][CH2:8][NH:9][C:10]2[CH:15]=[CH:14][C:13]([N:16]([CH3:26])[S:17]([C:20]3[CH:25]=[CH:24][CH:23]=[CH:22][CH:21]=3)(=[O:19])=[O:18])=[CH:12][C:11]=2[N+:27]([O-])=O)[CH2:6][CH2:5][CH2:4][CH2:3][CH2:2]1. The catalyst class is: 99. (5) Reactant: [CH3:1][N:2]([CH3:17])[C:3]1([C:11]2[CH:16]=[CH:15][CH:14]=[CH:13][CH:12]=2)[CH2:8][CH2:7][C:6](=O)[CH:5]([F:10])[CH2:4]1.[NH2:18][CH2:19][CH2:20][C:21]1[C:29]2[C:24](=[CH:25][CH:26]=[CH:27][CH:28]=2)[NH:23][CH:22]=1. Product: [F:10][CH:5]1[C:6]2([C:22]3[NH:23][C:24]4[C:29]([C:21]=3[CH2:20][CH2:19][NH:18]2)=[CH:28][CH:27]=[CH:26][CH:25]=4)[CH2:7][CH2:8][C:3]([C:11]2[CH:16]=[CH:15][CH:14]=[CH:13][CH:12]=2)([N:2]([CH3:17])[CH3:1])[CH2:4]1. The catalyst class is: 5. (6) Product: [CH3:26][N:15]1[C:16]([C:18]([O:24][CH3:25])([CH3:23])[C:19]([F:20])([F:21])[F:22])=[CH:17][C:13]([NH2:8])=[N:14]1. Reactant: [OH-].[K+].Cl.NO.CC1[N:8]([C:13]2[CH:17]=[C:16]([C:18]([O:24][CH3:25])([CH3:23])[C:19]([F:22])([F:21])[F:20])[N:15]([CH3:26])[N:14]=2)C(C)=CC=1. The catalyst class is: 97. (7) Reactant: C(Cl)CCl.ClC(Cl)C(O)=O.[NH2:11][C:12](=[O:40])[CH:13]([CH:15]([NH:20][C:21]([C:23]1[C:24]([N:29]2[CH:33]=[C:32]([C:34]3[CH:39]=[CH:38][CH:37]=[CH:36][CH:35]=3)[CH:31]=[N:30]2)=[N:25][CH:26]=[CH:27][CH:28]=1)=[O:22])[CH2:16][CH2:17][CH2:18][CH3:19])[OH:14].O. Product: [NH2:11][C:12](=[O:40])[C:13]([CH:15]([NH:20][C:21](=[O:22])[C:23]1[CH:28]=[CH:27][CH:26]=[N:25][C:24]=1[N:29]1[CH:33]=[C:32]([C:34]2[CH:35]=[CH:36][CH:37]=[CH:38][CH:39]=2)[CH:31]=[N:30]1)[CH2:16][CH2:17][CH2:18][CH3:19])=[O:14]. The catalyst class is: 16. (8) Reactant: [Br:1][C:2]1[CH:7]=[CH:6][CH:5]=[CH:4][C:3]=1[C:8]#[C:9][C:10]1[CH:11]=[CH:12][C:13](=[O:19])[N:14]([CH:16]([CH3:18])[CH3:17])[N:15]=1.[OH:20]S(O)(=O)=O.C([O-])([O-])=O.[Na+].[Na+]. Product: [Br:1][C:2]1[CH:7]=[CH:6][CH:5]=[CH:4][C:3]=1[C:8](=[O:20])[CH2:9][C:10]1[CH:11]=[CH:12][C:13](=[O:19])[N:14]([CH:16]([CH3:17])[CH3:18])[N:15]=1. The catalyst class is: 52. (9) Reactant: [C:1]([OH:4])(=O)[CH3:2].[C:5]([O:9][C:10]([C:12]1[C:20]2[CH2:19][CH:18]([CH2:21][NH2:22])[O:17][CH2:16][C:15]=2[S:14][C:13]=1[NH2:23])=[O:11])([CH3:8])([CH3:7])[CH3:6]. The catalyst class is: 10. Product: [C:5]([O:9][C:10]([C:12]1[C:20]2[CH2:19][CH:18]([CH2:21][N:22]3[CH2:16][C:15]4[C:2](=[CH:21][CH:18]=[CH:19][CH:20]=4)[C:1]3=[O:4])[O:17][CH2:16][C:15]=2[S:14][C:13]=1[NH2:23])=[O:11])([CH3:8])([CH3:6])[CH3:7]. (10) Reactant: [F:1][C:2]([CH3:20])([CH3:19])[CH2:3][N:4]1[C:16]2[C:15]3[N:14]=[CH:13][CH:12]=[CH:11][C:10]=3[N:9]=[CH:8][C:7]=2[N:6]=[C:5]1[CH2:17][OH:18].C(N(CC)CC)C.[C:28](OC(=O)C)(=[O:30])[CH3:29].C([O-])(O)=O.[Na+]. Product: [C:28]([O:18][CH2:17][C:5]1[N:4]([CH2:3][C:2]([F:1])([CH3:20])[CH3:19])[C:16]2[C:15]3[N:14]=[CH:13][CH:12]=[CH:11][C:10]=3[N:9]=[CH:8][C:7]=2[N:6]=1)(=[O:30])[CH3:29]. The catalyst class is: 172.